From a dataset of Forward reaction prediction with 1.9M reactions from USPTO patents (1976-2016). Predict the product of the given reaction. Given the reactants [Br:1][C:2]1[CH:7]=[CH:6][C:5]([OH:8])=[C:4]([O:9][CH:10]([CH3:12])[CH3:11])[CH:3]=1.[OH-].[Na+].Cl[CH:16]([F:18])[F:17].Cl, predict the reaction product. The product is: [Br:1][C:2]1[CH:7]=[CH:6][C:5]([O:8][CH:16]([F:18])[F:17])=[C:4]([O:9][CH:10]([CH3:12])[CH3:11])[CH:3]=1.